Predict the reaction yield, written as a fraction of the theoretical maximum amount of product (1.0 means a 100% yield; for example, 0.34 means a 34% yield). From a dataset of Reaction yield outcomes from USPTO patents with 853,638 reactions. (1) The reactants are [N+:1]([C:4]1[CH:9]=[CH:8][CH:7]=[CH:6][C:5]=1[S:10](Cl)(=[O:12])=[O:11])([O-:3])=[O:2].C(N(CC)CC)C.[CH:21]1([NH2:25])[CH2:24][CH2:23][CH2:22]1. The catalyst is ClCCl. The product is [CH:21]1([NH:25][S:10]([C:5]2[CH:6]=[CH:7][CH:8]=[CH:9][C:4]=2[N+:1]([O-:3])=[O:2])(=[O:12])=[O:11])[CH2:24][CH2:23][CH2:22]1. The yield is 0.889. (2) The reactants are [NH2:1][C:2]1[CH:7]=[CH:6][C:5]([C:8]([CH3:12])([CH3:11])[C:9]#[N:10])=[CH:4][CH:3]=1.[CH3:13][O:14][C:15]1[CH:23]=[C:22]([O:24][CH3:25])[C:21]([O:26][CH3:27])=[CH:20][C:16]=1[C:17](O)=[O:18].C1C=CC2N(O)N=NC=2C=1.C(Cl)CCl. The catalyst is C(Cl)Cl. The product is [C:9]([C:8]([CH3:12])([CH3:11])[C:5]1[CH:4]=[CH:3][C:2]([NH:1][C:17](=[O:18])[C:16]2[CH:20]=[C:21]([O:26][CH3:27])[C:22]([O:24][CH3:25])=[CH:23][C:15]=2[O:14][CH3:13])=[CH:7][CH:6]=1)#[N:10]. The yield is 0.160. (3) The reactants are CN(C=O)C.[C:6]([O:14][C:15]1[C:23]([O:24][CH3:25])=[CH:22][C:18]([C:19]([OH:21])=O)=[C:17]([N+:26]([O-:28])=[O:27])[CH:16]=1)(=O)[C:7]1[CH:12]=[CH:11][CH:10]=[CH:9][CH:8]=1.S(Cl)(Cl)=O.[CH3:33][O:34][C:35]1[CH:40]=[CH:39][CH:38]=[CH:37][C:36]=1[N:41]1[CH2:46][CH2:45][NH:44][CH2:43][CH2:42]1. The catalyst is C1C=CC=CC=1.C(N(CC)CC)C. The product is [CH2:6]([O:14][C:15]1[C:23]([O:24][CH3:25])=[CH:22][C:18]([C:19]([N:44]2[CH2:43][CH2:42][N:41]([C:36]3[CH:37]=[CH:38][CH:39]=[CH:40][C:35]=3[O:34][CH3:33])[CH2:46][CH2:45]2)=[O:21])=[C:17]([N+:26]([O-:28])=[O:27])[CH:16]=1)[C:7]1[CH:8]=[CH:9][CH:10]=[CH:11][CH:12]=1. The yield is 0.930. (4) The reactants are [CH:1]1([CH2:4][O:5][C:6]2[N:11]=[C:10]([C:12]([NH:14][C@@H:15]([CH2:19][CH:20]([CH3:22])[CH3:21])[C:16](O)=[O:17])=[O:13])[CH:9]=[N:8][C:7]=2[N:23]2[CH2:26][C:25]([F:28])([F:27])[CH2:24]2)[CH2:3][CH2:2]1.CN(C(ON1N=NC2C=CC=CC1=2)=[N+](C)C)C.[B-](F)(F)(F)F.CCN(C(C)C)C(C)C.Cl.[F:61][C:62]([F:66])([F:65])[CH2:63][NH2:64]. The catalyst is CN(C=O)C. The product is [CH3:22][CH:20]([CH3:21])[CH2:19][C@H:15]([NH:14][C:12]([C:10]1[CH:9]=[N:8][C:7]([N:23]2[CH2:26][C:25]([F:27])([F:28])[CH2:24]2)=[C:6]([O:5][CH2:4][CH:1]2[CH2:2][CH2:3]2)[N:11]=1)=[O:13])[C:16](=[O:17])[NH:64][CH2:63][C:62]([F:66])([F:65])[F:61]. The yield is 0.750.